Dataset: Forward reaction prediction with 1.9M reactions from USPTO patents (1976-2016). Task: Predict the product of the given reaction. (1) The product is: [CH3:1][C:2]1[C:11]2[C:6](=[C:7]([NH:12][C:19]([C:16]3[CH:17]=[CH:18][C:13]([C:22]4[CH:23]=[CH:24][CH:25]=[CH:26][CH:27]=4)=[CH:14][CH:15]=3)=[O:20])[CH:8]=[CH:9][CH:10]=2)[CH:5]=[CH:4][N:3]=1. Given the reactants [CH3:1][C:2]1[C:11]2[C:6](=[C:7]([NH2:12])[CH:8]=[CH:9][CH:10]=2)[CH:5]=[CH:4][N:3]=1.[C:13]1([C:22]2[CH:27]=[CH:26][CH:25]=[CH:24][CH:23]=2)[CH:18]=[CH:17][C:16]([C:19](O)=[O:20])=[CH:15][CH:14]=1.Cl.CN(C)CCCN=C=NCC, predict the reaction product. (2) Given the reactants [OH:1][C@@H:2]1[C@@H:7]([N:8]2[C:17](=[O:18])[C:16]3[C:11](=[C:12]4[CH:32]=[CH:31][CH:30]=[CH:29][C:13]4=[C:14]([CH2:19][C:20]4[CH:21]=[CH:22][C:23]([C:26]([OH:28])=O)=[N:24][CH:25]=4)[CH:15]=3)[N:10]=[CH:9]2)[CH2:6][CH2:5][O:4][CH2:3]1.[CH3:33][NH:34][CH3:35].C(N(CC)CC)C.F[P-](F)(F)(F)(F)F.N1(O[P+](N(C)C)(N(C)C)N(C)C)C2C=CC=CC=2N=N1, predict the reaction product. The product is: [OH:1][C@@H:2]1[C@@H:7]([N:8]2[C:17](=[O:18])[C:16]3[C:11](=[C:12]4[CH:32]=[CH:31][CH:30]=[CH:29][C:13]4=[C:14]([CH2:19][C:20]4[CH:21]=[CH:22][C:23]([C:26]([N:34]([CH3:35])[CH3:33])=[O:28])=[N:24][CH:25]=4)[CH:15]=3)[N:10]=[CH:9]2)[CH2:6][CH2:5][O:4][CH2:3]1. (3) Given the reactants Cl[C:2]1[C:11]2[C:6](=[CH:7][CH:8]=[C:9]([CH3:12])[CH:10]=2)[N:5]=[C:4]([N:13]2[CH2:19][C:18]3[CH:20]=[CH:21][C:22](OC)=[CH:23][C:17]=3[S:16][CH2:15][CH2:14]2)[CH:3]=1.[NH:26]1[CH2:30][CH2:29][CH:28]([NH2:31])[CH2:27]1, predict the reaction product. The product is: [S:16]1[C:17]2[CH:23]=[CH:22][CH:21]=[CH:20][C:18]=2[CH2:19][N:13]([C:4]2[CH:3]=[C:2]([N:26]3[CH2:30][CH2:29][CH:28]([NH2:31])[CH2:27]3)[C:11]3[C:6](=[CH:7][CH:8]=[C:9]([CH3:12])[CH:10]=3)[N:5]=2)[CH2:14][CH2:15]1. (4) Given the reactants [Br:1][C:2]1[CH:3]=[C:4]([C:16]([OH:18])=[O:17])[CH:5]=[C:6]2[C:11]=1[O:10][C:9](C)(C)[CH2:8][C:7]2([CH3:15])[CH3:14].CC1(C)C2C(=CC=CC=2)OC(C(O)=O)C1, predict the reaction product. The product is: [Br:1][C:2]1[CH:3]=[C:4]([C:16]([OH:18])=[O:17])[CH:5]=[C:6]2[C:11]=1[O:10][CH2:9][CH2:8][C:7]2([CH3:14])[CH3:15].